This data is from Full USPTO retrosynthesis dataset with 1.9M reactions from patents (1976-2016). The task is: Predict the reactants needed to synthesize the given product. (1) Given the product [CH3:1][C:2]1[N:3]=[C:4]([N:12]2[C:16](=[O:17])[NH:15][N:14]=[CH:13]2)[S:5][C:6]=1[C:7]([OH:9])=[O:8], predict the reactants needed to synthesize it. The reactants are: [CH3:1][C:2]1[N:3]=[C:4]([N:12]2[C:16](=[O:17])[N:15](CC3C=CC(C(F)(F)F)=CC=3)[N:14]=[CH:13]2)[S:5][C:6]=1[C:7]([O:9]CC)=[O:8].CC1N=C(N2C(=O)NN=C2)SC=1C(OCC)=O. (2) Given the product [F:1][C:2]1[CH:3]=[C:4]([CH:11]=[CH:12][C:13]=1[CH2:14][NH:15][C:16]([N:18]1[CH2:19][CH2:20][CH:21]([NH:24][C:25]2[CH:30]=[CH:29][C:28]([CH2:31][CH2:32][NH:33][CH2:34][C@H:35]([OH:45])[CH2:36][O:37][C:38]3[CH:43]=[CH:42][C:41]([OH:44])=[CH:40][CH:39]=3)=[CH:27][CH:26]=2)[CH2:22][CH2:23]1)=[O:17])[O:5][CH2:6][C:7]([OH:9])=[O:8], predict the reactants needed to synthesize it. The reactants are: [F:1][C:2]1[CH:3]=[C:4]([CH:11]=[CH:12][C:13]=1[CH2:14][NH:15][C:16]([N:18]1[CH2:23][CH2:22][CH:21]([NH:24][C:25]2[CH:30]=[CH:29][C:28]([CH2:31][CH2:32][NH:33][CH2:34][C@H:35]([OH:45])[CH2:36][O:37][C:38]3[CH:43]=[CH:42][C:41]([OH:44])=[CH:40][CH:39]=3)=[CH:27][CH:26]=2)[CH2:20][CH2:19]1)=[O:17])[O:5][CH2:6][C:7]([O:9]C)=[O:8].[Li+].[OH-].